Dataset: Catalyst prediction with 721,799 reactions and 888 catalyst types from USPTO. Task: Predict which catalyst facilitates the given reaction. (1) Reactant: [H-].[Na+].[CH3:3]I.[N+:5]([C:8]1[CH:13]=[CH:12][C:11]([C:14]2[NH:18][N:17]=[N:16][N:15]=2)=[CH:10][CH:9]=1)([O-:7])=[O:6]. Product: [CH3:3][N:16]1[N:17]=[N:18][C:14]([C:11]2[CH:10]=[CH:9][C:8]([N+:5]([O-:7])=[O:6])=[CH:13][CH:12]=2)=[N:15]1.[CH3:3][N:15]1[C:14]([C:11]2[CH:10]=[CH:9][C:8]([N+:5]([O-:7])=[O:6])=[CH:13][CH:12]=2)=[N:18][N:17]=[N:16]1. The catalyst class is: 3. (2) Reactant: [C:1]([O:5][C:6]([N:8]1[CH2:13][CH:12]=[C:11]([C:14]2[CH:15]=[CH:16][C:17]([C:20]([O-:22])=[O:21])=[N:18][CH:19]=2)[CH2:10][CH2:9]1)=[O:7])([CH3:4])([CH3:3])[CH3:2].[H][H].[CH3:25]O. Product: [C:1]([O:5][C:6]([N:8]1[CH2:9][CH2:10][CH:11]([C:14]2[CH:15]=[CH:16][C:17]([C:20]([O:22][CH3:25])=[O:21])=[N:18][CH:19]=2)[CH2:12][CH2:13]1)=[O:7])([CH3:4])([CH3:2])[CH3:3]. The catalyst class is: 45. (3) Reactant: [CH3:1][C@:2]([NH2:13])([C:10]([OH:12])=[O:11])[CH2:3][C:4]1[CH:9]=[CH:8][CH:7]=[CH:6][CH:5]=1.[OH-].[Na+].[CH3:16][C:17]([O:20][C:21](O[C:21]([O:20][C:17]([CH3:19])([CH3:18])[CH3:16])=[O:22])=[O:22])([CH3:19])[CH3:18].Cl. Product: [C:17]([O:20][C:21]([NH:13][C@:2]([CH3:1])([CH2:3][C:4]1[CH:9]=[CH:8][CH:7]=[CH:6][CH:5]=1)[C:10]([OH:12])=[O:11])=[O:22])([CH3:19])([CH3:18])[CH3:16]. The catalyst class is: 38. (4) Reactant: [Cl:1][C:2]1[CH:3]=[C:4]([CH:6]=[CH:7][C:8]=1[Cl:9])[NH2:5].[Cl:10][C:11]1[N:16]=[C:15](Cl)[CH:14]=[C:13]([Cl:18])[N:12]=1.C([O-])([O-])=O.[Na+].[Na+]. Product: [Cl:10][C:11]1[N:16]=[C:15]([NH:5][C:4]2[CH:6]=[CH:7][C:8]([Cl:9])=[C:2]([Cl:1])[CH:3]=2)[CH:14]=[C:13]([Cl:18])[N:12]=1. The catalyst class is: 40. (5) Reactant: [CH2:1]([O:3][C:4]1[N:9]=[C:8](/[CH:10]=C/N(C)C)[C:7]([N+:15]([O-:17])=[O:16])=[CH:6][CH:5]=1)[CH3:2].I([O-])(=O)(=O)=[O:19].[Na+]. Product: [CH2:1]([O:3][C:4]1[N:9]=[C:8]([CH:10]=[O:19])[C:7]([N+:15]([O-:17])=[O:16])=[CH:6][CH:5]=1)[CH3:2]. The catalyst class is: 30. (6) Reactant: Br[C:2]1[CH:7]=[C:6]([N:8]2[CH2:13][CH2:12][O:11][CH2:10][CH2:9]2)[N:5]([CH3:14])[C:4](=[O:15])[CH:3]=1.[CH3:16][C:17]1[CH:26]=[CH:25][C:20]([C:21]([O:23][CH3:24])=[O:22])=[CH:19][C:18]=1B1OC(C)(C)C(C)(C)O1.C(Cl)Cl.C(=O)([O-])[O-].[Na+].[Na+]. Product: [CH3:16][C:17]1[CH:26]=[CH:25][C:20]([C:21]([O:23][CH3:24])=[O:22])=[CH:19][C:18]=1[C:2]1[CH:7]=[C:6]([N:8]2[CH2:13][CH2:12][O:11][CH2:10][CH2:9]2)[N:5]([CH3:14])[C:4](=[O:15])[CH:3]=1. The catalyst class is: 622.